From a dataset of Reaction yield outcomes from USPTO patents with 853,638 reactions. Predict the reaction yield, written as a fraction of the theoretical maximum amount of product (1.0 means a 100% yield; for example, 0.34 means a 34% yield). (1) The reactants are [CH3:1][N:2]1[CH:10]=[C:9]2[C:4]([CH:5]=[CH:6][CH:7]=[C:8]2[C:11]#[C:12][CH2:13][OH:14])=[N:3]1. The catalyst is CO.C(=O)([O-])[O-].[Ca+2].[Pd+2].C(=O)([O-])[O-]. The product is [CH3:1][N:2]1[CH:10]=[C:9]2[C:4]([CH:5]=[CH:6][CH:7]=[C:8]2/[CH:11]=[CH:12]\[CH2:13][OH:14])=[N:3]1. The yield is 0.820. (2) The reactants are [O:1]1[C:10]2[C:5](=[CH:6][CH:7]=[CH:8][CH:9]=2)[C:4](=O)[CH2:3][CH2:2]1. The catalyst is CC(O)=O.[Zn]. The product is [O:1]1[C:10]2[C:5](=[CH:6][CH:7]=[CH:8][CH:9]=2)[CH2:4][CH2:3][CH2:2]1. The yield is 0.887. (3) The reactants are [O:1]1[C:5]2[CH:6]=[CH:7][C:8]([C:10]3([C:13]([NH:15][C:16]4[CH:21]=[N:20][C:19](Br)=[CH:18][N:17]=4)=[O:14])[CH2:12][CH2:11]3)=[CH:9][C:4]=2[O:3][CH2:2]1.[CH3:23][O:24][C:25]1[CH:31]=[CH:30][CH:29]=[CH:28][C:26]=1[NH2:27].CC(C)([O-])C.[K+].O1CCOCC1. The catalyst is C1C=CC(P(C2C=CC=CC=2)[C-]2C=CC=C2)=CC=1.C1C=CC(P(C2C=CC=CC=2)[C-]2C=CC=C2)=CC=1.Cl[Pd]Cl.[Fe+2].CC1(C)C2C(=C(P(C3C=CC=CC=3)C3C=CC=CC=3)C=CC=2)OC2C(P(C3C=CC=CC=3)C3C=CC=CC=3)=CC=CC1=2.CCN(CC)CC. The product is [O:1]1[C:5]2[CH:6]=[CH:7][C:8]([C:10]3([C:13]([NH:15][C:16]4[CH:21]=[N:20][C:19]([NH:27][C:26]5[CH:28]=[CH:29][CH:30]=[CH:31][C:25]=5[O:24][CH3:23])=[CH:18][N:17]=4)=[O:14])[CH2:12][CH2:11]3)=[CH:9][C:4]=2[O:3][CH2:2]1. The yield is 0.390. (4) The reactants are O1CCCCC1[N:7]1[C:15]2[C:10](=[CH:11][C:12]([C:16]([NH2:18])=[O:17])=[CH:13][CH:14]=2)[C:9]([C:19]2[CH:24]=[CH:23][CH:22]=[C:21]([NH:25][C:26](=[O:35])[CH2:27][CH2:28][CH:29]3[CH2:34][CH2:33][CH2:32][NH:31][CH2:30]3)[CH:20]=2)=[N:8]1. The catalyst is C1(C)C=CC=CC=1. The product is [NH:31]1[CH2:32][CH2:33][CH2:34][CH:29]([CH2:28][CH2:27][C:26]([NH:25][C:21]2[CH:20]=[C:19]([C:9]3[C:10]4[C:15](=[CH:14][CH:13]=[C:12]([C:16]([NH2:18])=[O:17])[CH:11]=4)[NH:7][N:8]=3)[CH:24]=[CH:23][CH:22]=2)=[O:35])[CH2:30]1. The yield is 0.0700. (5) The product is [CH3:1][O:2][C:3]1[CH:8]=[CH:7][CH:6]=[CH:5][C:4]=1[C:9]1[C:17]2[C:12](=[N:13][CH:14]=[C:15]([C:18]3[CH:26]=[C:22]([C:23]([N:34]4[CH2:33][CH2:30][CH2:31][CH2:32]4)=[O:24])[CH:21]=[N:20][CH:19]=3)[CH:16]=2)[NH:11][N:10]=1. The catalyst is CN(C=O)C.CN(C1C=CN=CC=1)C. The yield is 0.0600. The reactants are [CH3:1][O:2][C:3]1[CH:8]=[CH:7][CH:6]=[CH:5][C:4]=1[C:9]1[C:17]2[C:12](=[N:13][CH:14]=[C:15]([C:18]3[CH:19]=[N:20][CH:21]=[C:22]([CH:26]=3)[C:23](O)=[O:24])[CH:16]=2)[NH:11][N:10]=1.C1[CH:32]=[CH:31][C:30]([CH2:33][NH:34]S(C2C=CC3N=NN(O)C=3C=2)(=O)=O)=CC=1.Cl.CCN=C=NCCCN(C)C.Cl.N1CCCC1.